The task is: Binary Classification. Given a miRNA mature sequence and a target amino acid sequence, predict their likelihood of interaction.. This data is from Experimentally validated miRNA-target interactions with 360,000+ pairs, plus equal number of negative samples. (1) The miRNA is mmu-miR-6934-3p with sequence ACCUCUGCUCCUGCCCCACCAG. The protein sequence of the target gene is MTQMSQVQELFHEAAQQDALAQPQPWWKTQLFMWEPVLFGTWDGVFTSCMINIFGVVLFLRTGWLVGNTGVLLGMFLVSFVILVALVTVLSGIGVGERSSIGSGGVYSMISSVLGGQTGGTIGLLYVFGQCVAGAMYITGFAESISDLLGLGNIWAVRGISVAVLLALLGINLAGVKWIIRLQLLLLFLLAVSTLDFVVGSFTHLDPEHGFIGYSPELLQNNTLPDYSPGESFFTVFGVFFPAATGVMAGFNMGGDLREPAASIPLGSLAAVGISWFLYIIFVFLLGAICTREALRYDFL.... Result: 0 (no interaction). (2) The miRNA is dre-miR-142a-3p with sequence UGUAGUGUUUCCUACUUUAUGGA. The protein sequence of the target gene is MWKLLLWVGLVLVLKHHDGAAHKLVCYFTNWAHSRPGPASILPHDLDPFLCTHLIFAFASMNNNQIVAKDLQDEKILYPEFNKLKERNRELKTLLSIGGWNFGTSRFTTMLSTFANREKFIASVISLLRTHDFDGLDLFFLYPGLRGSPMHDRWTFLFLIEELLFAFRKEALLTMRPRLLLSAAVSGVPHIVQTSYDVRFLGRLLDFINVLSYDLHGSWERFTGHNSPLFSLPEDPKSSAYAMNYWRKLGAPSEKLIMGIPTYGRTFRLLKASKNGLQARAIGPASPGKYTKQEGFLAYF.... Result: 0 (no interaction). (3) The miRNA is hsa-miR-4426 with sequence GAAGAUGGACGUACUUU. The protein sequence of the target gene is MTPNSMTENGLPAWDKQKPRPDRGQDWKLVGMSEACLHRKSHVERRGALKNEQTSPHLIQATWTSSIFHLDPDDVNDQSISSAQTFQTEEKKCKGYIPSYLDKDELCVVCGDKATGYHYRCITCEGCKGFFRRTIQKSLHPSYSCKYEGKCIIDKVTRNQCQECRFKKCIYVGMATDLVLDDSKRLAKRKLIEENREKRRREELQKSIGHKPEPTDEEWELIKTVTEAHVATNAQGSHWKQKRKFLPEDIGQAPIVNAPEGGKVDLEAFSHFTKIITPAITRVVDFAKKLPMFCELPCED.... Result: 0 (no interaction).